This data is from Full USPTO retrosynthesis dataset with 1.9M reactions from patents (1976-2016). The task is: Predict the reactants needed to synthesize the given product. (1) Given the product [Br:21][C:14]1[C:13]2[S:12][C:11]([C:3]3[C:2]([Cl:1])=[CH:9][C:8]([F:10])=[CH:7][C:4]=3[C:5]#[N:6])=[N:19][C:18]=2[CH:17]=[CH:16][N:15]=1, predict the reactants needed to synthesize it. The reactants are: [Cl:1][C:2]1[C:3]([C:11]2[S:12][C:13]3[C:14](Cl)=[N:15][CH:16]=[CH:17][C:18]=3[N:19]=2)=[C:4]([CH:7]=[C:8]([F:10])[CH:9]=1)[C:5]#[N:6].[Br:21][Si](C)(C)C.C(=O)(O)[O-].[Na+]. (2) Given the product [F:20][C:21]1[CH:26]=[CH:25][C:24]([C:27]([F:30])([F:29])[F:28])=[CH:23][C:22]=1[NH:31][C:32]([NH:1][C:2]1[CH:19]=[CH:18][CH:17]=[C:4]([O:5][C:6]2[C:15]3[NH:14][C:13](=[O:16])[CH:12]=[N:11][C:10]=3[N:9]=[CH:8][CH:7]=2)[CH:3]=1)=[O:33], predict the reactants needed to synthesize it. The reactants are: [NH2:1][C:2]1[CH:3]=[C:4]([CH:17]=[CH:18][CH:19]=1)[O:5][C:6]1[C:15]2[NH:14][C:13](=[O:16])[CH:12]=[N:11][C:10]=2[N:9]=[CH:8][CH:7]=1.[F:20][C:21]1[CH:26]=[CH:25][C:24]([C:27]([F:30])([F:29])[F:28])=[CH:23][C:22]=1[N:31]=[C:32]=[O:33]. (3) Given the product [F:26][C:24]([F:25])([F:27])[C:21]1[CH:22]=[CH:23][C:17]2[O:16][C:15]([C:14]3[CH:13]=[CH:12][N:11]=[CH:10][C:9]=3[OH:8])=[N:19][C:18]=2[CH:20]=1, predict the reactants needed to synthesize it. The reactants are: C([O:8][C:9]1[CH:10]=[N:11][CH:12]=[CH:13][C:14]=1[C:15]1[O:16][C:17]2[CH:23]=[CH:22][C:21]([C:24]([F:27])([F:26])[F:25])=[CH:20][C:18]=2[N:19]=1)C1C=CC=CC=1.[H][H]. (4) Given the product [NH3:3].[CH3:2][OH:38].[CH3:17][N:12]1[C:13]([CH3:16])([CH3:15])[CH2:14][CH:9]([NH:8][C:6]2[C:5]([C:20]#[N:21])=[CH:4][N:3]=[C:2]([NH:36][C:28]3[CH:29]=[C:30]([N:31]4[CH:35]=[N:34][N:33]=[N:32]4)[C:25]([CH:22]4[CH2:23][CH2:24]4)=[CH:26][C:27]=3[F:37])[N:7]=2)[CH2:10][C:11]1([CH3:19])[CH3:18], predict the reactants needed to synthesize it. The reactants are: Cl[C:2]1[N:7]=[C:6]([NH:8][CH:9]2[CH2:14][C:13]([CH3:16])([CH3:15])[N:12]([CH3:17])[C:11]([CH3:19])([CH3:18])[CH2:10]2)[C:5]([C:20]#[N:21])=[CH:4][N:3]=1.[CH:22]1([C:25]2[C:30]([N:31]3[CH:35]=[N:34][N:33]=[N:32]3)=[CH:29][C:28]([NH2:36])=[C:27]([F:37])[CH:26]=2)[CH2:24][CH2:23]1.[OH2:38].C1(C)C=CC(S(O)(=O)=O)=CC=1. (5) Given the product [OH:15][CH2:14][C@H:9]([NH:8][C:6](=[O:7])[O:5][C:1]([CH3:3])([CH3:2])[CH3:4])[CH2:10][CH2:11][S:12][CH3:13], predict the reactants needed to synthesize it. The reactants are: [C:1]([O:5][C:6]([NH:8][C@@H:9]([C:14](O)=[O:15])[CH2:10][CH2:11][S:12][CH3:13])=[O:7])([CH3:4])([CH3:3])[CH3:2].[H-].COCCO[Al+]OCCOC.[Na+].[H-].[C@H](O)(C([O-])=O)[C@@H](O)C([O-])=O.[Na+].[K+]. (6) Given the product [Cl:21][C:22]1[CH:23]=[CH:24][C:25]2[NH:29][C:6](=[O:7])[N:8]3[C:16]4[CH:15]=[CH:14][C:13]([F:17])=[CH:12][C:11]=4[CH:10]=[C:9]3[C:26]=2[N:27]=1, predict the reactants needed to synthesize it. The reactants are: C(O[C:6]([N:8]1[C:16]2[C:11](=[CH:12][C:13]([F:17])=[CH:14][CH:15]=2)[CH:10]=[C:9]1B(O)O)=[O:7])(C)(C)C.[Cl:21][C:22]1[N:27]=[C:26](I)[C:25]([NH2:29])=[CH:24][CH:23]=1.C([O-])([O-])=O.[Cs+].[Cs+]. (7) Given the product [CH2:1]([O:9][C:17]1[CH:22]=[CH:21][C:20]([C:23](=[O:25])[CH3:24])=[CH:19][C:18]=1[C:26]([F:27])([F:28])[F:29])[CH2:2][CH2:3][CH2:4][CH2:5][CH2:6][CH2:7][CH3:8], predict the reactants needed to synthesize it. The reactants are: [CH2:1]([OH:9])[CH2:2][CH2:3][CH2:4][CH2:5][CH2:6][CH2:7][CH3:8].CC(C)([O-])C.[K+].F[C:17]1[CH:22]=[CH:21][C:20]([C:23](=[O:25])[CH3:24])=[CH:19][C:18]=1[C:26]([F:29])([F:28])[F:27].C(O)(=O)CC(CC(O)=O)(C(O)=O)O.C(C1C=CC=CC=1)(=O)C.